From a dataset of Forward reaction prediction with 1.9M reactions from USPTO patents (1976-2016). Predict the product of the given reaction. (1) Given the reactants [C:1]([OH:8])(=O)[CH2:2][CH2:3][CH2:4][C:5]#[CH:6].CCN=C=NCCCN(C)C.Cl.[CH3:21][O:22][CH2:23][CH2:24][NH:25][CH2:26][CH2:27][O:28][CH3:29], predict the reaction product. The product is: [CH3:21][O:22][CH2:23][CH2:24][N:25]([CH2:26][CH2:27][O:28][CH3:29])[C:1](=[O:8])[CH2:2][CH2:3][CH2:4][C:5]#[CH:6]. (2) Given the reactants C1C([C@@H](O)[C@H](NC(C(Cl)Cl)=O)C[OH:10])=CC=C([N+]([O-])=O)C=1.[NH:21]1[CH2:28][CH2:27][CH2:26][C@H:22]1[C:23]([OH:25])=[O:24], predict the reaction product. The product is: [NH:21]1[CH2:28][C@H:27]([OH:10])[CH2:26][C@H:22]1[C:23]([OH:25])=[O:24]. (3) Given the reactants [Br:1][CH:2]([CH2:12][CH2:13]Br)[C:3]([NH:5][CH2:6][C:7]([O:9][CH2:10][CH3:11])=[O:8])=[O:4].[H-].[Na+], predict the reaction product. The product is: [Br:1][CH:2]1[CH2:12][CH2:13][N:5]([CH2:6][C:7]([O:9][CH2:10][CH3:11])=[O:8])[C:3]1=[O:4]. (4) Given the reactants [CH3:1][C:2]1[CH:3]=[CH:4][C:5]([C:8]2[CH:9]=[C:10]([CH:14]=[C:15]([C:17]3[CH2:24][C:20]4([CH2:23][CH2:22][CH2:21]4)[O:19][N:18]=3)[CH:16]=2)[C:11]([OH:13])=O)=[N:6][CH:7]=1.Cl.[F:26][C:27]1[C:28]([C@H:34]([NH2:36])[CH3:35])=[N:29][CH:30]=[C:31]([F:33])[CH:32]=1.C(Cl)CCl.C1C=NC2N(O)N=NC=2C=1.C(N(C(C)C)CC)(C)C, predict the reaction product. The product is: [F:26][C:27]1[C:28]([C@H:34]([NH:36][C:11](=[O:13])[C:10]2[CH:14]=[C:15]([C:17]3[CH2:24][C:20]4([CH2:21][CH2:22][CH2:23]4)[O:19][N:18]=3)[CH:16]=[C:8]([C:5]3[CH:4]=[CH:3][C:2]([CH3:1])=[CH:7][N:6]=3)[CH:9]=2)[CH3:35])=[N:29][CH:30]=[C:31]([F:33])[CH:32]=1. (5) Given the reactants [F:1][C:2]([F:9])([F:8])[CH:3]=[CH:4][N+:5]([O-:7])=[O:6].[CH2:10]([NH2:17])[C:11]1[CH:16]=[CH:15][CH:14]=[CH:13][CH:12]=1, predict the reaction product. The product is: [CH2:10]([NH:17][CH:3]([CH2:4][N+:5]([O-:7])=[O:6])[C:2]([F:9])([F:8])[F:1])[C:11]1[CH:16]=[CH:15][CH:14]=[CH:13][CH:12]=1. (6) The product is: [NH:25]1[CH:24]=[C:23]([C:19]2[CH:18]=[C:17]3[C:22](=[CH:21][CH:20]=2)[N:14]([CH2:13][CH:10]2[CH2:11][CH2:12][N:8]([C:6]([NH:5][CH2:1][CH:2]([CH3:4])[CH3:3])=[O:7])[CH2:9]2)[CH2:15][CH2:16]3)[CH:27]=[N:26]1. Given the reactants [CH2:1]([NH:5][C:6]([N:8]1[CH2:12][CH2:11][CH:10]([CH2:13][N:14]2[C:22]3[C:17](=[CH:18][C:19]([C:23]4[CH:24]=[N:25][N:26](C5CCCCO5)[CH:27]=4)=[CH:20][CH:21]=3)[CH:16]=[CH:15]2)[CH2:9]1)=[O:7])[CH:2]([CH3:4])[CH3:3].[BH3-]C#N.[Na+].Cl.CO.ClCCl, predict the reaction product. (7) Given the reactants Cl[C:2]1[N:7]=[C:6]([NH:8][CH2:9][C:10]2[CH:15]=[C:14]([O:16][CH3:17])[CH:13]=[C:12]([O:18][CH3:19])[CH:11]=2)[CH:5]=[N:4][CH:3]=1.[CH3:20][O:21][C:22]1[CH:27]=[C:26](B2OC(C)(C)C(C)(C)O2)[CH:25]=[CH:24][C:23]=1[OH:37], predict the reaction product. The product is: [CH3:19][O:18][C:12]1[CH:11]=[C:10]([CH:15]=[C:14]([O:16][CH3:17])[CH:13]=1)[CH2:9][NH:8][C:6]1[N:7]=[C:2]([C:26]2[CH:25]=[CH:24][C:23]([OH:37])=[C:22]([O:21][CH3:20])[CH:27]=2)[CH:3]=[N:4][CH:5]=1. (8) Given the reactants [Si]([O:8][CH2:9][CH2:10][O:11][C:12]1[C:16]([CH3:17])=[C:15]([NH:18][C:19]([NH:21][CH2:22][C:23]2[CH:28]=[C:27]([CH2:29][O:30][CH3:31])[CH:26]=[CH:25][C:24]=2[O:32][C:33]([F:36])([F:35])[F:34])=[O:20])[N:14]([C:37]2[CH:42]=[CH:41][CH:40]=[CH:39][CH:38]=2)[N:13]=1)(C(C)(C)C)(C)C.CC(O)=O.C1COCC1.O, predict the reaction product. The product is: [OH:8][CH2:9][CH2:10][O:11][C:12]1[C:16]([CH3:17])=[C:15]([NH:18][C:19]([NH:21][CH2:22][C:23]2[CH:28]=[C:27]([CH2:29][O:30][CH3:31])[CH:26]=[CH:25][C:24]=2[O:32][C:33]([F:35])([F:36])[F:34])=[O:20])[N:14]([C:37]2[CH:38]=[CH:39][CH:40]=[CH:41][CH:42]=2)[N:13]=1. (9) The product is: [S:31]1[C:27]2[CH:26]=[CH:25][CH:24]=[C:23]([O:22][C:19]3[CH:20]=[CH:21][C:16]([NH:15][C:13]4[C:14]5[N:6]([CH2:5][CH2:4][NH:3][C:35](=[O:36])[C:34]([CH3:45])([CH3:44])[CH3:33])[CH:7]=[CH:8][C:9]=5[N:10]=[CH:11][N:12]=4)=[CH:17][C:18]=3[CH3:32])[C:28]=2[CH:29]=[N:30]1. Given the reactants Cl.Cl.[NH2:3][CH2:4][CH2:5][N:6]1[C:14]2[C:13]([NH:15][C:16]3[CH:21]=[CH:20][C:19]([O:22][C:23]4[C:28]5[CH:29]=[N:30][S:31][C:27]=5[CH:26]=[CH:25][CH:24]=4)=[C:18]([CH3:32])[CH:17]=3)=[N:12][CH:11]=[N:10][C:9]=2[CH:8]=[CH:7]1.[CH3:33][C:34]([CH3:45])([CH3:44])[C:35](O[C:35](=[O:36])[C:34]([CH3:45])([CH3:44])[CH3:33])=[O:36].C(N(CC)CC)C.CN(C)C=O, predict the reaction product.